Dataset: Catalyst prediction with 721,799 reactions and 888 catalyst types from USPTO. Task: Predict which catalyst facilitates the given reaction. (1) Reactant: C(=O)([O-])[O-].[K+].[K+].[Cl:7][C:8]1[C:17]2[C:12](=[CH:13][C:14]([O:18][CH3:19])=[CH:15][CH:16]=2)[C:11]([OH:20])=[CH:10][N:9]=1.Br[CH2:22][CH:23]([F:25])[F:24]. Product: [Cl:7][C:8]1[C:17]2[C:12](=[CH:13][C:14]([O:18][CH3:19])=[CH:15][CH:16]=2)[C:11]([O:20][CH2:22][CH:23]([F:25])[F:24])=[CH:10][N:9]=1. The catalyst class is: 6. (2) Reactant: CC1N2N=NN=C2C2N=C(CCC)N(CCCS(C3C=CC(C(Cl)=O)=CC=3)(=O)=O)C=2C=1C.C(N)CCC.N1CCOCC1.[CH2:44]([NH:48][C:49](=[O:79])[C:50]1[CH:55]=[CH:54][C:53]([S:56]([CH2:59][CH2:60][CH2:61][N:62]2[C:70]3[C:69]([CH3:71])=[C:68]([CH3:72])[N:67]4N=N[N:75]=[C:66]4[C:65]=3[N:64]=[C:63]2[CH2:76][CH2:77][CH3:78])(=[O:58])=[O:57])=[CH:52][CH:51]=1)[CH2:45][CH2:46][CH3:47]. Product: [NH2:75][C:66]1[C:65]2[N:64]=[C:63]([CH2:76][CH2:77][CH3:78])[N:62]([CH2:61][CH2:60][CH2:59][S:56]([C:53]3[CH:54]=[CH:55][C:50]([C:49]([NH:48][CH2:44][CH2:45][CH2:46][CH3:47])=[O:79])=[CH:51][CH:52]=3)(=[O:58])=[O:57])[C:70]=2[C:69]([CH3:71])=[C:68]([CH3:72])[N:67]=1. The catalyst class is: 4. (3) Reactant: [CH:1]([O:4][C:5]1[CH:10]=[CH:9][C:8]([NH2:11])=[CH:7][CH:6]=1)([CH3:3])[CH3:2].C(N1[CH:23]=[CH:22][N:21]=[CH:20]1)([N:21]1[CH:22]=[CH:23]N=[CH:20]1)=O.[C:24]([O:28][C:29](N1CCC(O)CC1)=[O:30])(C)(C)[CH3:25].FC(F)(F)C(O)=O. Product: [NH:21]1[CH2:20][CH2:25][CH:24]([O:28][C:29](=[O:30])[NH:11][C:8]2[CH:9]=[CH:10][C:5]([O:4][CH:1]([CH3:3])[CH3:2])=[CH:6][CH:7]=2)[CH2:23][CH2:22]1. The catalyst class is: 2. (4) Reactant: [CH3:1][O:2][C:3]([C@H:5]1[NH:21][C:20](=[O:22])[C@H:19]([CH:23]([CH3:25])[CH3:24])[NH:18][C:17](=[O:26])[C@@H:16]([NH:27][C:28]([O:30][C:31]([CH3:34])([CH3:33])[CH3:32])=[O:29])[CH2:15][C:14]2=[CH:35][CH:36]=[C:11]([CH:12]=[CH:13]2)[O:10][CH2:9][CH:8]=[CH:7][CH2:6]1)=[O:4]. Product: [CH3:1][O:2][C:3]([C@H:5]1[NH:21][C:20](=[O:22])[C@H:19]([CH:23]([CH3:25])[CH3:24])[NH:18][C:17](=[O:26])[C@@H:16]([NH:27][C:28]([O:30][C:31]([CH3:34])([CH3:33])[CH3:32])=[O:29])[CH2:15][C:14]2=[CH:35][CH:36]=[C:11]([CH:12]=[CH:13]2)[O:10][CH2:9][CH2:8][CH2:7][CH2:6]1)=[O:4]. The catalyst class is: 99. (5) Reactant: [CH3:1][C@@H:2]1[CH2:7][CH2:6][CH2:5][NH:4][C@@H:3]1[CH2:8][N:9]1[C:17](=[O:18])[C:16]2[C:11](=[CH:12][CH:13]=[CH:14][CH:15]=2)[C:10]1=[O:19].[F:20][C:21]1[CH:29]=[CH:28][CH:27]=[C:26]([I:30])[C:22]=1[C:23](O)=[O:24].C(N(C(C)C)CC)(C)C.CN(C(ON1N=NC2C=CC=NC1=2)=[N+](C)C)C.F[P-](F)(F)(F)(F)F. Product: [F:20][C:21]1[CH:29]=[CH:28][CH:27]=[C:26]([I:30])[C:22]=1[C:23]([N:4]1[CH2:5][CH2:6][CH2:7][C@@H:2]([CH3:1])[C@H:3]1[CH2:8][N:9]1[C:17](=[O:18])[C:16]2[C:11](=[CH:12][CH:13]=[CH:14][CH:15]=2)[C:10]1=[O:19])=[O:24]. The catalyst class is: 39. (6) Reactant: [Cl:1][C:2]1[C:3]([C:9]2[N:14]=[C:13]([NH:15][CH2:16][CH:17]3[CH2:22][CH2:21][O:20][CH2:19][CH2:18]3)[CH:12]=[N:11][CH:10]=2)=[CH:4][C:5](F)=[N:6][CH:7]=1.[OH-].[NH4+:24]. Product: [NH2:24][C:5]1[CH:4]=[C:3]([C:9]2[N:14]=[C:13]([NH:15][CH2:16][CH:17]3[CH2:22][CH2:21][O:20][CH2:19][CH2:18]3)[CH:12]=[N:11][CH:10]=2)[C:2]([Cl:1])=[CH:7][N:6]=1. The catalyst class is: 197. (7) Reactant: [Cl:1][C:2]1(N)[CH:7]=[CH:6][C:5]([N:8]([C:12]2[CH:17]=[CH:16][CH:15]=[CH:14][C:13]=2[C:18]([F:21])([F:20])[F:19])[C:9](=[O:11])[NH2:10])=[CH:4][CH2:3]1.[C:23]([O:34][CH3:35])(=[O:33])[C:24]1[CH:32]=[CH:31][CH:30]=[C:26](C([O-])=O)[CH:25]=1.C1C=CC2N([OH:45])N=NC=2C=1.O.CN1CCOCC1.C[N:55]([CH:57]=[O:58])C. Product: [Cl:1][C:2]1([C:31]2[CH:30]=[CH:26][CH:25]=[C:24]([C:23]([O:34][CH3:35])=[O:33])[CH:32]=2)[CH:7]=[CH:6][C:5]([N:8]([C:12]2[CH:17]=[CH:16][CH:15]=[CH:14][C:13]=2[C:18]([F:21])([F:20])[F:19])[C:9](=[O:11])[NH2:10])=[C:4]([NH:55][C:57]([OH:58])=[O:45])[CH2:3]1. The catalyst class is: 25.